From a dataset of Catalyst prediction with 721,799 reactions and 888 catalyst types from USPTO. Predict which catalyst facilitates the given reaction. (1) Reactant: C[C:2](C1C=CC(O)=CC=1)([C:4]1[CH:5]=[CH:6][C:7]([OH:10])=CC=1)C.C=O.[NH2:20][CH2:21][CH2:22][CH2:23][Si](OCC)(OCC)OCC. Product: [O:10]1[C:7]2[CH:6]=[CH:5][CH:4]=[CH:2][C:23]=2[CH:22]=[CH:21][NH:20]1. The catalyst class is: 22. (2) Reactant: [Cl:1][C:2]1[CH:3]=[C:4]2[C:8](=[CH:9][CH:10]=1)[NH:7][C:6](=[O:11])[CH2:5]2.[CH3:12][N:13]1[CH2:19][CH2:18][CH2:17][N:16]([C:20]([C:22]2[CH:23]=[C:24]([C:28]3[O:32][C:31]([C:33](=O)[CH3:34])=[CH:30][CH:29]=3)[CH:25]=[CH:26][CH:27]=2)=[O:21])[CH2:15][CH2:14]1.N1CCCCC1. Product: [Cl:1][C:2]1[CH:3]=[C:4]2[C:8](=[CH:9][CH:10]=1)[NH:7][C:6](=[O:11])/[C:5]/2=[C:33](/[C:31]1[O:32][C:28]([C:24]2[CH:25]=[CH:26][CH:27]=[C:22]([C:20]([N:16]3[CH2:17][CH2:18][CH2:19][N:13]([CH3:12])[CH2:14][CH2:15]3)=[O:21])[CH:23]=2)=[CH:29][CH:30]=1)\[CH3:34]. The catalyst class is: 11. (3) Reactant: [CH:1]([C:3]1[C:24]([CH3:25])=[CH:23][C:6]([O:7][CH2:8][C:9]2[CH:14]=[CH:13][CH:12]=[CH:11][C:10]=2/[C:15](=[CH:20]\[O:21][CH3:22])/[C:16]([O:18][CH3:19])=[O:17])=[C:5]([CH3:26])[CH:4]=1)=[O:2].[CH2:27]([Mg]Br)[CH3:28].Cl. Product: [OH:2][CH:1]([C:3]1[C:24]([CH3:25])=[CH:23][C:6]([O:7][CH2:8][C:9]2[CH:14]=[CH:13][CH:12]=[CH:11][C:10]=2/[C:15](=[CH:20]\[O:21][CH3:22])/[C:16]([O:18][CH3:19])=[O:17])=[C:5]([CH3:26])[CH:4]=1)[CH2:27][CH3:28]. The catalyst class is: 30.